This data is from Full USPTO retrosynthesis dataset with 1.9M reactions from patents (1976-2016). The task is: Predict the reactants needed to synthesize the given product. Given the product [Br:1][C:2]1[CH:9]=[C:8]([C:10]([F:11])([F:12])[F:13])[CH:7]=[CH:6][C:3]=1[CH:4]=[O:5], predict the reactants needed to synthesize it. The reactants are: [Br:1][C:2]1[CH:9]=[C:8]([C:10]([F:13])([F:12])[F:11])[CH:7]=[CH:6][C:3]=1[CH2:4][OH:5].CC(OI1(OC(C)=O)(OC(C)=O)OC(=O)C2C=CC=CC1=2)=O.[OH-].[Na+].